The task is: Predict the reactants needed to synthesize the given product.. This data is from Full USPTO retrosynthesis dataset with 1.9M reactions from patents (1976-2016). Given the product [CH3:33][C:32]1[S:34][C:7]2[CH2:8][CH2:9][C:10]3[C:2]([CH3:16])([CH3:1])[CH:3]([CH3:15])[C:4]([CH3:14])([CH3:13])[C:5]=3[C:6]=2[N:35]=1, predict the reactants needed to synthesize it. The reactants are: [CH3:1][C:2]1([CH3:16])[C:10]2[CH2:9][CH2:8][C:7](=O)[C:6](=O)[C:5]=2[C:4]([CH3:14])([CH3:13])[CH:3]1[CH3:15].CC1(C)C2CCCC(=O)C=2C(C)(C)C1C.[C:32]([NH2:35])(=[S:34])[CH3:33].